Dataset: NCI-60 drug combinations with 297,098 pairs across 59 cell lines. Task: Regression. Given two drug SMILES strings and cell line genomic features, predict the synergy score measuring deviation from expected non-interaction effect. (1) Drug 1: C1=CC(=C2C(=C1NCCNCCO)C(=O)C3=C(C=CC(=C3C2=O)O)O)NCCNCCO. Drug 2: C1=C(C(=O)NC(=O)N1)N(CCCl)CCCl. Cell line: SF-295. Synergy scores: CSS=72.4, Synergy_ZIP=3.77, Synergy_Bliss=1.94, Synergy_Loewe=-3.02, Synergy_HSA=5.87. (2) Drug 1: C1=NC2=C(N1)C(=S)N=C(N2)N. Cell line: OVCAR-5. Synergy scores: CSS=36.9, Synergy_ZIP=-1.04, Synergy_Bliss=-2.44, Synergy_Loewe=-32.9, Synergy_HSA=-1.82. Drug 2: CN(C(=O)NC(C=O)C(C(C(CO)O)O)O)N=O. (3) Drug 1: C1=CC(=CC=C1CCCC(=O)O)N(CCCl)CCCl. Drug 2: CC1=C2C(C(=O)C3(C(CC4C(C3C(C(C2(C)C)(CC1OC(=O)C(C(C5=CC=CC=C5)NC(=O)OC(C)(C)C)O)O)OC(=O)C6=CC=CC=C6)(CO4)OC(=O)C)O)C)O. Cell line: MALME-3M. Synergy scores: CSS=29.3, Synergy_ZIP=-4.03, Synergy_Bliss=-3.49, Synergy_Loewe=-6.03, Synergy_HSA=0.829. (4) Drug 1: C1CC(C1)(C(=O)O)C(=O)O.[NH2-].[NH2-].[Pt+2]. Drug 2: CCCCCOC(=O)NC1=NC(=O)N(C=C1F)C2C(C(C(O2)C)O)O. Cell line: DU-145. Synergy scores: CSS=28.4, Synergy_ZIP=1.37, Synergy_Bliss=-1.39, Synergy_Loewe=-15.9, Synergy_HSA=-3.51. (5) Drug 1: CCC1=CC2CC(C3=C(CN(C2)C1)C4=CC=CC=C4N3)(C5=C(C=C6C(=C5)C78CCN9C7C(C=CC9)(C(C(C8N6C)(C(=O)OC)O)OC(=O)C)CC)OC)C(=O)OC.C(C(C(=O)O)O)(C(=O)O)O. Drug 2: C#CCC(CC1=CN=C2C(=N1)C(=NC(=N2)N)N)C3=CC=C(C=C3)C(=O)NC(CCC(=O)O)C(=O)O. Cell line: A498. Synergy scores: CSS=9.92, Synergy_ZIP=-6.01, Synergy_Bliss=-1.08, Synergy_Loewe=-1.55, Synergy_HSA=0.0273. (6) Drug 1: CC1=C(C(=CC=C1)Cl)NC(=O)C2=CN=C(S2)NC3=CC(=NC(=N3)C)N4CCN(CC4)CCO. Drug 2: C1CNP(=O)(OC1)N(CCCl)CCCl. Cell line: NCI/ADR-RES. Synergy scores: CSS=-0.203, Synergy_ZIP=3.54, Synergy_Bliss=8.37, Synergy_Loewe=3.99, Synergy_HSA=2.78. (7) Drug 1: C1CCC(CC1)NC(=O)N(CCCl)N=O. Drug 2: C1=CC(=CC=C1CC(C(=O)O)N)N(CCCl)CCCl.Cl. Cell line: NCI/ADR-RES. Synergy scores: CSS=24.6, Synergy_ZIP=-4.36, Synergy_Bliss=2.13, Synergy_Loewe=-2.81, Synergy_HSA=1.34. (8) Drug 1: C1CC(=O)NC(=O)C1N2CC3=C(C2=O)C=CC=C3N. Drug 2: CC1=C(C(=O)C2=C(C1=O)N3CC4C(C3(C2COC(=O)N)OC)N4)N. Cell line: NCI-H226. Synergy scores: CSS=20.3, Synergy_ZIP=-4.24, Synergy_Bliss=8.03, Synergy_Loewe=-4.18, Synergy_HSA=8.78. (9) Drug 1: CC12CCC(CC1=CCC3C2CCC4(C3CC=C4C5=CN=CC=C5)C)O. Drug 2: C1=CC(=CC=C1CC(C(=O)O)N)N(CCCl)CCCl.Cl. Cell line: 786-0. Synergy scores: CSS=29.4, Synergy_ZIP=-6.12, Synergy_Bliss=2.37, Synergy_Loewe=-1.20, Synergy_HSA=1.77. (10) Drug 1: CCC1(CC2CC(C3=C(CCN(C2)C1)C4=CC=CC=C4N3)(C5=C(C=C6C(=C5)C78CCN9C7C(C=CC9)(C(C(C8N6C=O)(C(=O)OC)O)OC(=O)C)CC)OC)C(=O)OC)O.OS(=O)(=O)O. Drug 2: CC1=C(C(CCC1)(C)C)C=CC(=CC=CC(=CC(=O)O)C)C. Cell line: SK-OV-3. Synergy scores: CSS=22.7, Synergy_ZIP=-3.88, Synergy_Bliss=-1.96, Synergy_Loewe=-17.1, Synergy_HSA=-0.864.